From a dataset of Full USPTO retrosynthesis dataset with 1.9M reactions from patents (1976-2016). Predict the reactants needed to synthesize the given product. (1) Given the product [OH:25][CH2:24][CH2:23][NH:22][C:3]1[C:2]([C:28]2[CH:27]=[N:26][CH:31]=[CH:30][CH:29]=2)=[CH:21][C:6]([C:7]([NH:9][C:10]2[CH:15]=[CH:14][C:13]([O:16][C:17]([F:20])([F:19])[F:18])=[CH:12][CH:11]=2)=[O:8])=[CH:5][N:4]=1, predict the reactants needed to synthesize it. The reactants are: Br[C:2]1[C:3]([NH:22][CH2:23][CH2:24][OH:25])=[N:4][CH:5]=[C:6]([CH:21]=1)[C:7]([NH:9][C:10]1[CH:15]=[CH:14][C:13]([O:16][C:17]([F:20])([F:19])[F:18])=[CH:12][CH:11]=1)=[O:8].[N:26]1[CH:31]=[CH:30][CH:29]=[C:28](B(O)O)[CH:27]=1. (2) Given the product [CH2:1]([O:5][C:6]1[CH:11]=[CH:10][CH:9]=[CH:8][C:7]=1[CH2:12][C:13]1[N:22]([C:16]2[CH:17]=[CH:18][CH:19]=[CH:20][CH:21]=2)[C:23](=[S:26])[NH:24][N:25]=1)[CH2:2][CH2:3][CH3:4], predict the reactants needed to synthesize it. The reactants are: [CH2:1]([O:5][C:6]1[CH:11]=[CH:10][CH:9]=[CH:8][C:7]=1[CH2:12][C:13](O)=O)[CH2:2][CH2:3][CH3:4].[C:16]1([NH:22][C:23](=[S:26])[NH:24][NH2:25])[CH:21]=[CH:20][CH:19]=[CH:18][CH:17]=1.